This data is from Forward reaction prediction with 1.9M reactions from USPTO patents (1976-2016). The task is: Predict the product of the given reaction. (1) Given the reactants [CH3:1][O:2][C:3](=[O:39])[CH2:4][CH2:5][C:6]1[CH:11]=[CH:10][C:9]([O:12][CH:13]([C:15]2[O:19][C:18]([C:20]3[CH:25]=[CH:24][C:23](B4OC(C)(C)C(C)(C)O4)=[CH:22][CH:21]=3)=[N:17][C:16]=2[CH:35]([CH3:37])[CH3:36])[CH3:14])=[CH:8][C:7]=1[CH3:38].CC(O)=[O:42].OO.[O-]S([O-])(=S)=O.[Na+].[Na+], predict the reaction product. The product is: [CH3:1][O:2][C:3](=[O:39])[CH2:4][CH2:5][C:6]1[CH:11]=[CH:10][C:9]([O:12][CH:13]([C:15]2[O:19][C:18]([C:20]3[CH:21]=[CH:22][C:23]([OH:42])=[CH:24][CH:25]=3)=[N:17][C:16]=2[CH:35]([CH3:37])[CH3:36])[CH3:14])=[CH:8][C:7]=1[CH3:38]. (2) Given the reactants [S:1]1[C:5]2[CH:6]=[CH:7][CH:8]=[CH:9][C:4]=2[CH:3]=[C:2]1[C:10]([OH:12])=O.[NH2:13][CH2:14][CH2:15][CH2:16][OH:17], predict the reaction product. The product is: [OH:17][CH2:16][CH2:15][CH2:14][NH:13][C:10]([C:2]1[S:1][C:5]2[CH:6]=[CH:7][CH:8]=[CH:9][C:4]=2[CH:3]=1)=[O:12]. (3) Given the reactants [CH3:1][C:2]1([CH3:10])[O:7][C:6](=[O:8])[CH2:5][C:4](=[O:9])[O:3]1.[Br:11][C:12]1[CH:18]=[CH:17][C:15]([NH2:16])=[CH:14][C:13]=1[F:19].[C:20](#N)C.CCOCC, predict the reaction product. The product is: [Br:11][C:12]1[CH:18]=[CH:17][C:15]([NH:16][CH:20]=[C:5]2[C:6](=[O:8])[O:7][C:2]([CH3:10])([CH3:1])[O:3][C:4]2=[O:9])=[CH:14][C:13]=1[F:19]. (4) The product is: [Cl:22][C:23]1[N:28]=[C:27]([C:16]2[S:15][C:14]3[CH:13]=[CH:12][CH:11]=[C:10]([C:7]([OH:9])=[O:8])[C:18]=3[CH:17]=2)[C:26]([F:30])=[CH:25][N:24]=1. Given the reactants C([O-])([O-])=O.[Na+].[Na+].[C:7]([C:10]1[C:18]2[CH:17]=[C:16](B(O)O)[S:15][C:14]=2[CH:13]=[CH:12][CH:11]=1)([OH:9])=[O:8].[Cl:22][C:23]1[N:28]=[C:27](Cl)[C:26]([F:30])=[CH:25][N:24]=1.Cl, predict the reaction product. (5) The product is: [CH3:18][O:19][C:20]1[CH:21]=[CH:22][C:23]([C:2]2[CH:14]=[CH:13][C:12]3[C:11]4[C:6](=[CH:7][C:8]([C:2]5[CH:14]=[CH:13][C:12]([O:38][CH3:35])=[CH:4][C:3]=5[C:41]5[CH:42]=[CH:7][CH:6]=[CH:5][CH:16]=5)=[CH:9][CH:10]=4)[C:5]([CH3:17])([CH3:16])[C:4]=3[CH:3]=2)=[C:24]([C:26]2[CH:31]=[CH:30][CH:29]=[CH:28][CH:27]=2)[CH:25]=1. Given the reactants Br[C:2]1[CH:14]=[CH:13][C:12]2[C:11]3[C:6](=[CH:7][C:8](Br)=[CH:9][CH:10]=3)[C:5]([CH3:17])([CH3:16])[C:4]=2[CH:3]=1.[CH3:18][O:19][C:20]1[CH:21]=[CH:22][C:23](B(O)O)=[C:24]([C:26]2[CH:31]=[CH:30][CH:29]=[CH:28][CH:27]=2)[CH:25]=1.[C:35]([O-:38])([O-])=O.[Na+].[Na+].[CH3:41][CH2:42]O, predict the reaction product. (6) Given the reactants [C:1]([O:5][C:6]([N:8]1[CH2:13][CH2:12][NH:11][C@H:10]([C:14]([OH:16])=[O:15])[CH2:9]1)=[O:7])([CH3:4])([CH3:3])[CH3:2].C([O-])(O)=O.[Na+].[C:22](Cl)([O:24][CH2:25][C:26]1[CH:31]=[CH:30][CH:29]=[CH:28][CH:27]=1)=[O:23], predict the reaction product. The product is: [CH2:25]([O:24][C:22]([N:11]1[CH2:12][CH2:13][N:8]([C:6]([O:5][C:1]([CH3:4])([CH3:2])[CH3:3])=[O:7])[CH2:9][C@H:10]1[C:14]([OH:16])=[O:15])=[O:23])[C:26]1[CH:31]=[CH:30][CH:29]=[CH:28][CH:27]=1. (7) The product is: [OH:1][C:2]1[CH:10]=[C:9]([OH:11])[CH:8]=[CH:7][C:3]=1[C:4]([O:6][CH2:9][CH2:10][CH2:2][CH2:3][CH2:7][CH3:8])=[O:5]. Given the reactants [OH:1][C:2]1[CH:10]=[C:9]([OH:11])[CH:8]=[CH:7][C:3]=1[C:4]([OH:6])=[O:5].S(=O)(=O)(O)O, predict the reaction product. (8) Given the reactants [F:1][C:2]1[CH:3]=[C:4]([CH:6]=[CH:7][C:8]=1[O:9][C:10]1[C:19]2[C:14](=[CH:15][C:16]([O:22][CH2:23][CH2:24][CH2:25][N:26]3[CH2:31][CH2:30][O:29][CH2:28][CH2:27]3)=[C:17]([O:20][CH3:21])[CH:18]=2)[N:13]=[CH:12][CH:11]=1)[NH2:5].[F:32][C:33]1[CH:38]=[CH:37][C:36]([N:39]2[CH2:43][CH2:42][C:41]([CH3:47])([C:44](O)=[O:45])[C:40]2=[O:48])=[CH:35][CH:34]=1, predict the reaction product. The product is: [F:1][C:2]1[CH:3]=[C:4]([NH:5][C:44]([C:41]2([CH3:47])[CH2:42][CH2:43][N:39]([C:36]3[CH:37]=[CH:38][C:33]([F:32])=[CH:34][CH:35]=3)[C:40]2=[O:48])=[O:45])[CH:6]=[CH:7][C:8]=1[O:9][C:10]1[C:19]2[C:14](=[CH:15][C:16]([O:22][CH2:23][CH2:24][CH2:25][N:26]3[CH2:31][CH2:30][O:29][CH2:28][CH2:27]3)=[C:17]([O:20][CH3:21])[CH:18]=2)[N:13]=[CH:12][CH:11]=1. (9) Given the reactants [CH2:1]([C:4]1[C:8]([CH2:9][CH2:10][CH2:11][OH:12])=[CH:7][N:6]([C:13]2[CH:18]=[CH:17][C:16]([C:19]([F:22])([F:21])[F:20])=[CH:15][N:14]=2)[N:5]=1)[CH2:2][CH3:3].O[C:24]1[CH:29]=[CH:28][C:27]([CH2:30][C:31]([O:33]CC)=[O:32])=[CH:26][C:25]=1[O:36][CH3:37].C(P(CCCC)CCCC)CCC.N(C(N1CCCCC1)=O)=NC(N1CCCCC1)=O, predict the reaction product. The product is: [CH3:37][O:36][C:25]1[CH:26]=[C:27]([CH2:30][C:31]([OH:33])=[O:32])[CH:28]=[CH:29][C:24]=1[O:12][CH2:11][CH2:10][CH2:9][C:8]1[C:4]([CH2:1][CH2:2][CH3:3])=[N:5][N:6]([C:13]2[CH:18]=[CH:17][C:16]([C:19]([F:21])([F:20])[F:22])=[CH:15][N:14]=2)[CH:7]=1.